The task is: Predict the reactants needed to synthesize the given product.. This data is from Full USPTO retrosynthesis dataset with 1.9M reactions from patents (1976-2016). (1) The reactants are: Cl[C:2]1[N:7]=[C:6]([NH:8][C@@H:9]([C:12]2[CH:17]=[CH:16][CH:15]=[CH:14][CH:13]=2)[CH2:10][OH:11])[C:5]([Cl:18])=[CH:4][N:3]=1.[NH2:19][C:20]1[CH:21]=[N:22][N:23]([CH2:25][C:26]([NH:28][CH3:29])=[O:27])[CH:24]=1.C(Cl)Cl.CO.C([O-])(O)=O.[Na+]. Given the product [Cl:18][C:5]1[C:6]([NH:8][C@@H:9]([C:12]2[CH:17]=[CH:16][CH:15]=[CH:14][CH:13]=2)[CH2:10][OH:11])=[N:7][C:2]([NH:19][C:20]2[CH:21]=[N:22][N:23]([CH2:25][C:26]([NH:28][CH3:29])=[O:27])[CH:24]=2)=[N:3][CH:4]=1, predict the reactants needed to synthesize it. (2) Given the product [Cl:1][C:2]1[CH:3]=[C:4]2[C:8](=[CH:9][CH:10]=1)[NH:7][C:6](=[O:11])[C:5]2([OH:12])[C:27]1[CH:23]=[C:24]([C:2]2[CH:3]=[CH:4][N:15]=[CH:9][CH:10]=2)[CH:25]=[CH:22][C:20]=1[O:19][CH3:18], predict the reactants needed to synthesize it. The reactants are: [Cl:1][C:2]1[CH:3]=[C:4]2[C:8](=[CH:9][CH:10]=1)[NH:7][C:6](=[O:11])[C:5]2=[O:12].[H-].[Na+].[NH4+:15].[Cl-].C[CH2:18][O:19][C:20]([CH3:22])=O.[CH2:23]1[CH2:27]O[CH2:25][CH2:24]1. (3) Given the product [CH2:1]([N:3]1[CH2:8][CH2:7][CH:6]([C:9]2[C:10]([F:16])=[C:11]([OH:15])[CH:12]=[CH:13][CH:14]=2)[CH2:5][CH2:4]1)[CH3:2], predict the reactants needed to synthesize it. The reactants are: [CH2:1]([N:3]1[CH2:8][CH:7]=[C:6]([C:9]2[C:10]([F:16])=[C:11]([OH:15])[CH:12]=[CH:13][CH:14]=2)[CH2:5][CH2:4]1)[CH3:2].Cl. (4) Given the product [ClH:1].[N:43]12[CH2:50][CH2:49][CH:46]([CH2:47][CH2:48]1)[C@@H:45]([O:11][C:10](=[O:12])[CH:9]([NH:8][C:2]1[CH:3]=[CH:4][CH:5]=[CH:6][CH:7]=1)[C:13]1[S:14][CH:15]=[CH:16][CH:17]=1)[CH2:44]2, predict the reactants needed to synthesize it. The reactants are: [ClH:1].[C:2]1([NH:8][CH:9]([C:13]2[S:14][CH:15]=[CH:16][CH:17]=2)[C:10]([OH:12])=[O:11])[CH:7]=[CH:6][CH:5]=[CH:4][CH:3]=1.C1CCC(N=C=NC2CCCCC2)CC1.C1C=CC2N(O)N=NC=2C=1.[N:43]12[CH2:50][CH2:49][CH:46]([CH2:47][CH2:48]1)[C@@H:45](O)[CH2:44]2. (5) Given the product [CH3:11][C:10]1[C:9]([CH2:12][C:13]([CH3:15])=[CH2:14])=[C:8]([CH3:16])[S:7][C:6]=1[C:4]([OH:5])=[O:3], predict the reactants needed to synthesize it. The reactants are: C([O:3][C:4]([C:6]1[S:7][C:8]([CH3:16])=[C:9]([CH2:12][C:13]([CH3:15])=[CH2:14])[C:10]=1[CH3:11])=[O:5])C.[Li+].[OH-]. (6) Given the product [Cl:61][C:58]1[CH:59]=[CH:60][C:55]([CH2:51][C@@H:47]([NH:46][C:44](=[O:45])[O:43][C:39]([CH3:42])([CH3:41])[CH3:40])[C:48]([N:36]2[CH2:35][CH2:34][N:33]([C:19]3[C:18]([C:12]4[CH:17]=[CH:16][CH:15]=[CH:14][CH:13]=4)=[CH:23][N:22]=[C:21]4[NH:24][N:25]=[C:26]([O:27][CH2:28][C@@H:29]([OH:32])[CH2:30][OH:31])[C:20]=34)[CH2:38][CH2:37]2)=[O:69])=[CH:56][CH:57]=1, predict the reactants needed to synthesize it. The reactants are: CCN(C(C)C)C(C)C.Cl.Cl.[C:12]1([C:18]2[C:19]([N:33]3[CH2:38][CH2:37][NH:36][CH2:35][CH2:34]3)=[C:20]3[C:26]([O:27][CH2:28][C@@H:29]([OH:32])[CH2:30][OH:31])=[N:25][NH:24][C:21]3=[N:22][CH:23]=2)[CH:17]=[CH:16][CH:15]=[CH:14][CH:13]=1.[C:39]([O:43][C:44]([N:46]1CC[CH2:48][C@H:47]1[C@H:51]([C:55]1[CH:60]=[CH:59][C:58]([Cl:61])=[CH:57][CH:56]=1)C(O)=O)=[O:45])([CH3:42])([CH3:41])[CH3:40].CN(C([O:69]N1N=NC2C=CC=CC1=2)=[N+](C)C)C.[B-](F)(F)(F)F.